Task: Predict the product of the given reaction.. Dataset: Forward reaction prediction with 1.9M reactions from USPTO patents (1976-2016) (1) The product is: [F:1][C:2]1[CH:15]=[CH:14][C:5]([CH2:6][N:7]2[CH2:12][CH2:11][N:10]([C:17]#[N:16])[CH2:9][C:8]2=[O:13])=[CH:4][CH:3]=1. Given the reactants [F:1][C:2]1[CH:15]=[CH:14][C:5]([CH2:6][N:7]2[CH2:12][CH2:11][NH:10][CH2:9][C:8]2=[O:13])=[CH:4][CH:3]=1.[N:16]#[C:17]Br, predict the reaction product. (2) The product is: [Cl:1][C:2]1[CH:3]=[C:4]([NH:16][C:17]2[C:29]3[C:28]4[CH2:27][CH2:26][N:25]([C:30](=[O:40])[CH:31]=[CH:32][CH2:33][CH2:34][N:48]([CH3:49])[CH3:47])[CH2:24][C:23]=4[S:22][C:21]=3[N:20]=[CH:19][N:18]=2)[CH:5]=[CH:6][C:7]=1[O:8][CH2:9][C:10]1[CH:15]=[CH:14][CH:13]=[CH:12][N:11]=1. Given the reactants [Cl:1][C:2]1[CH:3]=[C:4]([NH:16][C:17]2[C:29]3[C:28]4[CH2:27][CH2:26][N:25]([C:30](=[O:40])[CH:31]=[CH:32][CH2:33][CH2:34]OS(C)(=O)=O)[CH2:24][C:23]=4[S:22][C:21]=3[N:20]=[CH:19][N:18]=2)[CH:5]=[CH:6][C:7]=1[O:8][CH2:9][C:10]1[CH:15]=[CH:14][CH:13]=[CH:12][N:11]=1.C(=O)([O-])[O-].[Cs+].[Cs+].[CH3:47][NH:48][CH3:49], predict the reaction product. (3) Given the reactants [CH3:1][O:2][C:3]1[C:8]([NH2:9])=[CH:7][CH:6]=[CH:5][N:4]=1.[C:10](O[C:10]([O:12][C:13]([CH3:16])([CH3:15])[CH3:14])=[O:11])([O:12][C:13]([CH3:16])([CH3:15])[CH3:14])=[O:11], predict the reaction product. The product is: [CH3:1][O:2][C:3]1[C:8]([NH:9][C:10](=[O:11])[O:12][C:13]([CH3:16])([CH3:15])[CH3:14])=[CH:7][CH:6]=[CH:5][N:4]=1. (4) The product is: [CH3:1][C:2]1[N:7]=[C:6]([C:8]([OH:17])=[O:9])[C:5]([C:10]2[O:11][C:12]([CH3:15])=[CH:13][N:14]=2)=[CH:4][CH:3]=1. Given the reactants [CH3:1][C:2]1[N:7]=[C:6]([CH:8]=[O:9])[C:5]([C:10]2[O:11][C:12]([CH3:15])=[CH:13][N:14]=2)=[CH:4][CH:3]=1.Cl([O-])=[O:17].[Na+].CO, predict the reaction product. (5) Given the reactants [F:1][C:2]1[C:11]([N:12]2[CH2:17][CH2:16][NH:15][CH2:14][CH2:13]2)=[CH:10][C:9]2[NH:8][CH:7]=[C:6]3[C:18](=[O:27])[N:19]([C:21]4[CH:26]=[CH:25][CH:24]=[CH:23][CH:22]=4)[N:20]=[C:5]3[C:4]=2[CH:3]=1.F[C:29]1C(F)=CC2C3C(C(=O)N(C4C=CC=CC=4)N=3)=CNC=2C=1.N1CCCNCC1, predict the reaction product. The product is: [F:1][C:2]1[C:11]([N:12]2[CH2:13][CH2:14][CH2:29][NH:15][CH2:16][CH2:17]2)=[CH:10][C:9]2[NH:8][CH:7]=[C:6]3[C:18](=[O:27])[N:19]([C:21]4[CH:26]=[CH:25][CH:24]=[CH:23][CH:22]=4)[N:20]=[C:5]3[C:4]=2[CH:3]=1. (6) Given the reactants [N:1]1[CH:6]=[CH:5][CH:4]=[CH:3][C:2]=1[CH:7]=O.[NH2:9][OH:10].[OH-].[Na+].Cl, predict the reaction product. The product is: [N:1]1[CH:6]=[CH:5][CH:4]=[CH:3][C:2]=1/[CH:7]=[N:9]\[OH:10]. (7) Given the reactants [H-].[Na+].I[CH3:4].[Cl:5][C:6]1[N:11]=[C:10]([C:12]2[C:20]3[C:15](=[CH:16][CH:17]=[CH:18][CH:19]=3)[NH:14][CH:13]=2)[C:9]([Cl:21])=[CH:8][N:7]=1, predict the reaction product. The product is: [Cl:5][C:6]1[N:11]=[C:10]([C:12]2[C:20]3[C:15](=[CH:16][CH:17]=[CH:18][CH:19]=3)[N:14]([CH3:4])[CH:13]=2)[C:9]([Cl:21])=[CH:8][N:7]=1.